Dataset: Full USPTO retrosynthesis dataset with 1.9M reactions from patents (1976-2016). Task: Predict the reactants needed to synthesize the given product. (1) Given the product [CH3:41][C:40]([CH3:42])([CH3:43])[CH:39]([C:21]1[CH:22]=[C:23]([CH:24]=[CH:25][C:20]=1[C:15]1[O:14][C:11]([CH3:12])=[N:17][CH:16]=1)[O:26][CH2:27][C:28]1[CH:37]=[CH:36][C:35]2[C:30](=[CH:31][CH:32]=[C:33]([F:38])[CH:34]=2)[N:29]=1)[C:44]1[CH:49]=[CH:48][CH:47]=[CH:46][CH:45]=1, predict the reactants needed to synthesize it. The reactants are: C(OP(OCC)OCC)C.[C:11]([O:14]/[C:15](/[C:20]1[CH:25]=[CH:24][C:23]([O:26][CH2:27][C:28]2[CH:37]=[CH:36][C:35]3[C:30](=[CH:31][CH:32]=[C:33]([F:38])[CH:34]=3)[N:29]=2)=[CH:22][C:21]=1[CH:39]([C:44]1[CH:49]=[CH:48][CH:47]=[CH:46][CH:45]=1)[C:40]([CH3:43])([CH3:42])[CH3:41])=[CH:16]\[N:17]=[N+]=[N-])(=O)[CH3:12]. (2) Given the product [OH:7][C@H:6]1[C@H:2]([NH:1][C:28](=[O:29])[C:27]2[CH:31]=[CH:32][C:24]([C:23]([F:22])([F:33])[F:34])=[CH:25][CH:26]=2)[CH2:3][N:4]([C:8]([O:10][C:11]([CH3:14])([CH3:13])[CH3:12])=[O:9])[CH2:5]1, predict the reactants needed to synthesize it. The reactants are: [NH2:1][C@H:2]1[C@H:6]([OH:7])[CH2:5][N:4]([C:8]([O:10][C:11]([CH3:14])([CH3:13])[CH3:12])=[O:9])[CH2:3]1.C(N(CC)CC)C.[F:22][C:23]([F:34])([F:33])[C:24]1[CH:32]=[CH:31][C:27]([C:28](Cl)=[O:29])=[CH:26][CH:25]=1. (3) Given the product [Br:11][C:4]1[CH:3]=[C:2]([CH:7]=[C:6]([CH:8]([CH3:10])[CH3:9])[CH:5]=1)[C:16]([Cl:24])=[O:15], predict the reactants needed to synthesize it. The reactants are: Br[C:2]1[CH:7]=[C:6]([CH:8]([CH3:10])[CH3:9])[CH:5]=[C:4]([Br:11])[CH:3]=1.C1[CH2:16][O:15]CC1.[Li]C(C)(C)C.S(Cl)([Cl:24])=O. (4) Given the product [SH:12][C:10]1[S:11][C:7]([C:5]([OH:6])=[O:4])=[CH:8][N:9]=1, predict the reactants needed to synthesize it. The reactants are: [OH-].[Na+].C[O:4][C:5]([C:7]1[S:11][C:10]([SH:12])=[N:9][CH:8]=1)=[O:6]. (5) Given the product [F:21][C:22]1[CH:30]=[C:29]2[C:25]([C:26]([C:40]3[CH:41]=[CH:42][C:43]4[N:47]=[CH:46][N:45]([CH2:48][CH2:49][C:50]([NH2:52])=[O:51])[C:44]=4[CH:53]=3)=[CH:27][NH:28]2)=[CH:24][CH:23]=1, predict the reactants needed to synthesize it. The reactants are: FC1C=C2C(C(I)=CN2S(C2C=CC=CC=2)(=O)=O)=CC=1.[F:21][C:22]1[CH:30]=[C:29]2[C:25]([C:26]([C:40]3[CH:41]=[CH:42][C:43]4[N:47]=[CH:46][N:45]([CH2:48][CH2:49][C:50]([NH2:52])=[O:51])[C:44]=4[CH:53]=3)=[CH:27][N:28]2S(C2C=CC=CC=2)(=O)=O)=[CH:24][CH:23]=1. (6) Given the product [Cl:1][C:2]1[CH:7]=[C:6]([C:8]2[CH:13]=[N:12][C:11]([C:14]([F:16])([F:15])[F:17])=[N:10][CH:9]=2)[N:5]=[CH:4][C:3]=1[CH:18]([OH:19])[C:22]([F:25])([F:24])[F:23], predict the reactants needed to synthesize it. The reactants are: [Cl:1][C:2]1[CH:7]=[C:6]([C:8]2[CH:9]=[N:10][C:11]([C:14]([F:17])([F:16])[F:15])=[N:12][CH:13]=2)[N:5]=[CH:4][C:3]=1[CH:18]=[O:19].C[Si](C)(C)[C:22]([F:25])([F:24])[F:23].C(=O)([O-])[O-].[K+].[K+]. (7) Given the product [C:7]([C:3]1[N:2]([CH3:1])[CH:6]=[C:5]([C:15]#[N:14])[CH:4]=1)(=[O:9])[CH3:8], predict the reactants needed to synthesize it. The reactants are: [CH3:1][N:2]1[CH:6]=[CH:5][CH:4]=[C:3]1[C:7](=[O:9])[CH3:8].ClS([N:14]=[C:15]=O)(=O)=O.CN(C)C=O.C(=O)([O-])[O-].[Na+].[Na+].